Dataset: Catalyst prediction with 721,799 reactions and 888 catalyst types from USPTO. Task: Predict which catalyst facilitates the given reaction. (1) Reactant: [CH:1]([O:4][C:5]([N:7]1[CH2:12][CH2:11][CH:10]([O:13][C:14]2[N:19]=[CH:18][N:17]=[C:16]([N:20]3[C:28]4[C:23](=[CH:24][C:25]([C:29](O)=[O:30])=[CH:26][CH:27]=4)[CH2:22][CH2:21]3)[CH:15]=2)[CH2:9][CH2:8]1)=[O:6])([CH3:3])[CH3:2].C(N(CC)CC)C.ClC(OC(C)C)=O.[BH4-].[Na+]. Product: [CH:1]([O:4][C:5]([N:7]1[CH2:8][CH2:9][CH:10]([O:13][C:14]2[CH:15]=[C:16]([N:20]3[C:28]4[C:23](=[CH:24][C:25]([CH2:29][OH:30])=[CH:26][CH:27]=4)[CH2:22][CH2:21]3)[N:17]=[CH:18][N:19]=2)[CH2:11][CH2:12]1)=[O:6])([CH3:3])[CH3:2]. The catalyst class is: 20. (2) Product: [CH3:19][N:20]([CH3:30])[C:21]1[CH:26]=[C:25]([C:2]2[S:6][C:5]([C:7]([N:9]([C:11]3[CH:16]=[CH:15][CH:14]=[C:13]([O:17][CH3:18])[CH:12]=3)[CH3:10])=[O:8])=[CH:4][CH:3]=2)[CH:24]=[CH:23][CH:22]=1. Reactant: Br[C:2]1[S:6][C:5]([C:7]([N:9]([C:11]2[CH:16]=[CH:15][CH:14]=[C:13]([O:17][CH3:18])[CH:12]=2)[CH3:10])=[O:8])=[CH:4][CH:3]=1.[CH3:19][N:20]([CH3:30])[C:21]1[CH:22]=[C:23](B(O)O)[CH:24]=[CH:25][CH:26]=1. The catalyst class is: 492.